The task is: Predict the reactants needed to synthesize the given product.. This data is from Full USPTO retrosynthesis dataset with 1.9M reactions from patents (1976-2016). (1) Given the product [CH:9]1[C:10]2[C:15](=[CH:14][CH:13]=[CH:12][CH:11]=2)[CH:16]=[CH:17][C:8]=1[C:6]1[N:7]=[C:3]([N:2]([CH3:1])[C:21]([C:20]2[CH:24]=[CH:25][CH:26]=[CH:27][C:19]=2[C:18]([OH:23])=[O:28])=[O:22])[S:4][CH:5]=1, predict the reactants needed to synthesize it. The reactants are: [CH3:1][NH:2][C:3]1[S:4][CH:5]=[C:6]([C:8]2[CH:17]=[CH:16][C:15]3[C:10](=[CH:11][CH:12]=[CH:13][CH:14]=3)[CH:9]=2)[N:7]=1.[C:18]1(=[O:28])[O:23][C:21](=[O:22])[C:20]2=[CH:24][CH:25]=[CH:26][CH:27]=[C:19]12. (2) Given the product [Cl:15][C:5]1[C:6]([C:8]2[CH:13]=[CH:12][CH:11]=[C:10]([F:14])[CH:9]=2)=[CH:7][C:2]([C:30]([O:29][CH3:28])=[O:31])=[N:3][CH:4]=1, predict the reactants needed to synthesize it. The reactants are: Cl[C:2]1[CH:7]=[C:6]([C:8]2[CH:13]=[CH:12][CH:11]=[C:10]([F:14])[CH:9]=2)[C:5]([Cl:15])=[CH:4][N:3]=1.CO.C(N(CC)CC)C.[C]=O.C[CH2:28][O:29][C:30](C)=[O:31]. (3) The reactants are: [CH2:1](C1CCCCC1=O)[C:2]1[CH:7]=[CH:6][CH:5]=[CH:4][CH:3]=1.[NH2:15][CH:16]1[CH2:21][CH2:20][CH2:19][CH2:18][CH:17]1[CH2:22][C:23]1[CH:28]=[CH:27][CH:26]=[CH:25][CH:24]=1. Given the product [CH2:1]([NH:15][C@@H:16]1[CH2:21][CH2:20][CH2:19][CH2:18][C@H:17]1[CH2:22][C:23]1[CH:24]=[CH:25][CH:26]=[CH:27][CH:28]=1)[C:2]1[CH:7]=[CH:6][CH:5]=[CH:4][CH:3]=1, predict the reactants needed to synthesize it. (4) The reactants are: [CH3:1][O:2][C:3]1[CH:8]=[CH:7][CH:6]=[CH:5][C:4]=1[C:9]1[C:17]2[C:12](=[N:13][CH:14]=[C:15]([C:18]3[CH:19]=[C:20]([CH:24]=[CH:25][CH:26]=3)[C:21](O)=[O:22])[N:16]=2)[NH:11][CH:10]=1.CCN=C=NCCCN(C)C.Cl.CN(C(ON1N=NC2C=CC=CC1=2)=[N+](C)C)C.F[P-](F)(F)(F)(F)F.C(N(C(C)C)CC)(C)C.[CH3:72][N:73]([CH3:82])[CH2:74][CH2:75][N:76]1[CH2:81][CH2:80][NH:79][CH2:78][CH2:77]1. Given the product [CH3:72][N:73]([CH3:82])[CH2:74][CH2:75][N:76]1[CH2:81][CH2:80][N:79]([C:21]([C:20]2[CH:24]=[CH:25][CH:26]=[C:18]([C:15]3[N:16]=[C:17]4[C:9]([C:4]5[CH:5]=[CH:6][CH:7]=[CH:8][C:3]=5[O:2][CH3:1])=[CH:10][NH:11][C:12]4=[N:13][CH:14]=3)[CH:19]=2)=[O:22])[CH2:78][CH2:77]1, predict the reactants needed to synthesize it. (5) Given the product [Cl:1][C:2]1[CH:10]=[C:9]([Cl:11])[CH:8]=[C:4]([C:5]2[O:7][N:16]=[C:15]([C:17]3[C:22]([CH3:23])=[CH:21][CH:20]=[CH:19][N:18]=3)[N:14]=2)[C:3]=1[OH:12], predict the reactants needed to synthesize it. The reactants are: [Cl:1][C:2]1[CH:10]=[C:9]([Cl:11])[CH:8]=[C:4]([C:5]([OH:7])=O)[C:3]=1[OH:12].O[NH:14][C:15]([C:17]1[C:22]([CH3:23])=[CH:21][CH:20]=[CH:19][N:18]=1)=[NH:16]. (6) Given the product [C:38]([NH:29][S:26]([C:24]1[S:25][C:21]([C:16]([CH2:19][CH3:20])([C:13]2[CH:14]=[CH:15][C:10]([O:9][CH2:8][CH:7]([OH:6])[C:32]([CH3:35])([CH3:34])[CH3:33])=[C:11]([CH3:31])[CH:12]=2)[CH2:17][CH3:18])=[CH:22][C:23]=1[CH3:30])(=[O:28])=[O:27])(=[O:41])[CH2:39][CH3:40], predict the reactants needed to synthesize it. The reactants are: C([Si](C)(C)[O:6][CH:7]([C:32]([CH3:35])([CH3:34])[CH3:33])[CH2:8][O:9][C:10]1[CH:15]=[CH:14][C:13]([C:16]([C:21]2[S:25][C:24]([S:26]([NH2:29])(=[O:28])=[O:27])=[C:23]([CH3:30])[CH:22]=2)([CH2:19][CH3:20])[CH2:17][CH3:18])=[CH:12][C:11]=1[CH3:31])(C)(C)C.[C:38](O)(=[O:41])[CH2:39][CH3:40].